Dataset: Forward reaction prediction with 1.9M reactions from USPTO patents (1976-2016). Task: Predict the product of the given reaction. (1) Given the reactants [CH2:1]([N:3]1[CH:7]=[C:6]([C:8]2[C:13]([CH3:14])=[CH:12][N:11]=[C:10]3[NH:15][CH:16]=[CH:17][C:9]=23)[C:5]([C:18]2[CH:24]=[CH:23][C:21]([NH2:22])=[CH:20][CH:19]=2)=[N:4]1)[CH3:2].[CH2:25]([N:27]=[C:28]=[O:29])[CH3:26], predict the reaction product. The product is: [CH2:25]([NH:27][C:28]([NH:22][C:21]1[CH:23]=[CH:24][C:18]([C:5]2[C:6]([C:8]3[C:13]([CH3:14])=[CH:12][N:11]=[C:10]4[NH:15][CH:16]=[CH:17][C:9]=34)=[CH:7][N:3]([CH2:1][CH3:2])[N:4]=2)=[CH:19][CH:20]=1)=[O:29])[CH3:26]. (2) Given the reactants [CH2:1]([C:7]1[CH:12]=[C:11]([N+]([O-])=O)[CH:10]=[CH:9][C:8]=1[OH:16])[CH:2]=CCCC.C(=O)([O-])[O-].[Na+].[Na+].C1(=O)C=CC(=O)C=C1, predict the reaction product. The product is: [O:16]1[C:8]2[CH:9]=[CH:10][CH:11]=[CH:12][C:7]=2[CH:1]=[CH:2]1. (3) Given the reactants [NH2:1][C:2]1[N:10]=[C:9]2[C:5]([N:6]=[CH:7][N:8]2[CH2:11][C:12]2([O:15][CH2:16][P:17](=[O:20])([OH:19])[OH:18])[CH2:14][CH2:13]2)=[CH:4][N:3]=1.[N:21]1([C:27]([O:29][CH2:30]Cl)=[O:28])[CH2:26][CH2:25][O:24][CH2:23][CH2:22]1, predict the reaction product. The product is: [N:21]1([C:27]([O:29][CH2:30][O:20][P:17]([CH2:16][O:15][C:12]2([CH2:11][N:8]3[CH:7]=[N:6][C:5]4[C:9]3=[N:10][C:2]([NH2:1])=[N:3][CH:4]=4)[CH2:13][CH2:14]2)(=[O:18])[O:19][CH2:30][O:29][C:27]([N:21]2[CH2:26][CH2:25][O:24][CH2:23][CH2:22]2)=[O:28])=[O:28])[CH2:26][CH2:25][O:24][CH2:23][CH2:22]1. (4) Given the reactants [OH-].[Na+].[Cl:3][C:4]1[CH:5]=[C:6]([C:14]2[O:18][N:17]=[C:16]([C:19]3[CH:27]=[C:26]4[C:22]([C:23]([CH2:28][CH2:29][C:30]([O:32]CC)=[O:31])=[CH:24][NH:25]4)=[CH:21][CH:20]=3)[N:15]=2)[CH:7]=[N:8][C:9]=1[O:10][CH:11]([CH3:13])[CH3:12].Cl, predict the reaction product. The product is: [Cl:3][C:4]1[CH:5]=[C:6]([C:14]2[O:18][N:17]=[C:16]([C:19]3[CH:27]=[C:26]4[C:22]([C:23]([CH2:28][CH2:29][C:30]([OH:32])=[O:31])=[CH:24][NH:25]4)=[CH:21][CH:20]=3)[N:15]=2)[CH:7]=[N:8][C:9]=1[O:10][CH:11]([CH3:13])[CH3:12].